This data is from Forward reaction prediction with 1.9M reactions from USPTO patents (1976-2016). The task is: Predict the product of the given reaction. Given the reactants [CH2:1]([O:8][C@H:9]1[C@H:15]([O:16][CH2:17][C:18]2[CH:23]=[CH:22][CH:21]=[CH:20][CH:19]=2)[C@@H:14]([O:24][CH2:25][C:26]2[CH:31]=[CH:30][CH:29]=[CH:28][CH:27]=2)[C@:13]2([C:33]3[CH:38]=[CH:37][C:36]([Cl:39])=[C:35]([CH2:40][C:41]4[CH:46]=[CH:45][C:44]([O:47][CH2:48][CH3:49])=[CH:43][CH:42]=4)[CH:34]=3)[O:32][C@@:10]1([CH:50]([OH:52])[CH3:51])[CH2:11][O:12]2)[C:2]1[CH:7]=[CH:6][CH:5]=[CH:4][CH:3]=1.[C:53](OCCl)(=[O:58])[C:54]([CH3:57])([CH3:56])[CH3:55].[H-].[Na+], predict the reaction product. The product is: [CH3:55][C:54]([CH3:57])([CH3:56])[C:53]([O:52][CH:50]([C@:10]12[O:32][C@:13]([C:33]3[CH:38]=[CH:37][C:36]([Cl:39])=[C:35]([CH2:40][C:41]4[CH:42]=[CH:43][C:44]([O:47][CH2:48][CH3:49])=[CH:45][CH:46]=4)[CH:34]=3)([O:12][CH2:11]1)[C@H:14]([O:24][CH2:25][C:26]1[CH:31]=[CH:30][CH:29]=[CH:28][CH:27]=1)[C@@H:15]([O:16][CH2:17][C:18]1[CH:19]=[CH:20][CH:21]=[CH:22][CH:23]=1)[C@@H:9]2[O:8][CH2:1][C:2]1[CH:7]=[CH:6][CH:5]=[CH:4][CH:3]=1)[CH3:51])=[O:58].